From a dataset of Reaction yield outcomes from USPTO patents with 853,638 reactions. Predict the reaction yield, written as a fraction of the theoretical maximum amount of product (1.0 means a 100% yield; for example, 0.34 means a 34% yield). (1) The reactants are [F:1][C:2]1[CH:3]=[C:4]2[C:8](=[CH:9][CH:10]=1)[NH:7][C:6](=[O:11])[C:5]2=[N:12][N:13]=[CH:14][C:15]1[NH:19][C:18]([CH3:20])=[C:17]([C:21](O)=[O:22])[C:16]=1[CH3:24].Cl.C(N=C=NCCCN(C)C)C.OC1C2N=NNC=2C=CC=1.C(N(CC)CC)C.Cl.[CH3:55][O:56][C:57](=[O:60])[CH2:58][NH2:59]. The catalyst is [Cl-].[Na+].O.CN(C=O)C. The product is [CH3:55][O:56][C:57](=[O:60])[CH2:58][NH:59][C:21]([C:17]1[C:16]([CH3:24])=[C:15]([CH:14]=[N:13][N:12]=[C:5]2[C:4]3[C:8](=[CH:9][CH:10]=[C:2]([F:1])[CH:3]=3)[NH:7][C:6]2=[O:11])[NH:19][C:18]=1[CH3:20])=[O:22]. The yield is 0.610. (2) The reactants are O[C:2]1[C:11]2[C:6](=[CH:7][CH:8]=[CH:9][CH:10]=2)[CH:5]=[CH:4][C:3]=1[CH2:12][CH2:13][C@H:14]([OH:17])[CH2:15][OH:16].[OH-].[Na+]. The catalyst is Br.CO.O. The product is [O:17]1[C:2]2[C:3](=[CH:4][CH:5]=[C:6]3[CH:7]=[CH:8][CH:9]=[CH:10][C:11]3=2)[CH2:12][CH2:13][C@@H:14]1[CH2:15][OH:16]. The yield is 0.700. (3) The reactants are [OH:1][C:2]1[C:7]2[C@@:8]3([OH:46])[C@@:21]([O:25][CH3:26])([C@H:22]([OH:24])[CH2:23][C:6]=2[CH:5]=[C:4]([CH3:47])[C:3]=1[C:48]([O:50][CH3:51])=[O:49])[C:20](=[O:27])[C:19]1[C:10](=[CH:11][C:12]2[C:13](=[O:44])[C:14]([NH:30][C@@H:31]4[C@H:36]([O:37][CH3:38])[C:35](=[N:39][OH:40])[C@@H:34]([O:41][CH3:42])[C@H:33]([CH3:43])[O:32]4)=[CH:15][C:16](=[O:29])[C:17]=2[C:18]=1[OH:28])[C:9]3=[O:45].Cl.[C:53]([CH2:56]ON)([OH:55])=[O:54].[C:53]([CH2:56]ON)([OH:55])=[O:54].N1C=CC=CC=1. The catalyst is CO. The product is [CH3:42][O:41][C@H:34]1[C@H:33]([CH3:43])[O:32][C@H:31]([NH:30][C:14]2[C:13](=[O:44])[C:12]3[CH:11]=[C:10]4[C:19]([C:20](=[O:27])[C@@:21]5([O:25][CH3:26])[C@@:8]([OH:46])([C:9]4=[O:45])[C:7]4[C:2]([OH:1])=[C:3]([C:48]([O:50][CH3:51])=[O:49])[C:4]([CH3:47])=[CH:5][C:6]=4[CH2:23][C@H:22]5[OH:24])=[C:18]([OH:28])[C:17]=3[C:16](=[O:29])[CH:15]=2)[C@H:36]([O:37][CH3:38])/[C:35]/1=[N:39]\[O:40][CH2:56][C:53]([OH:55])=[O:54]. The yield is 0.680. (4) The reactants are [F:1][C:2]1[CH:7]=[CH:6][CH:5]=[CH:4][C:3]=1[C:8](=[O:11])[CH2:9][CH3:10].[Br:12]Br. The catalyst is C(O)(=O)C. The product is [Br:12][CH:9]([CH3:10])[C:8]([C:3]1[CH:4]=[CH:5][CH:6]=[CH:7][C:2]=1[F:1])=[O:11]. The yield is 0.970.